Dataset: NCI-60 drug combinations with 297,098 pairs across 59 cell lines. Task: Regression. Given two drug SMILES strings and cell line genomic features, predict the synergy score measuring deviation from expected non-interaction effect. (1) Drug 1: CN(C)N=NC1=C(NC=N1)C(=O)N. Drug 2: C1=CC(=CC=C1CCCC(=O)O)N(CCCl)CCCl. Cell line: SK-MEL-2. Synergy scores: CSS=6.73, Synergy_ZIP=4.44, Synergy_Bliss=9.65, Synergy_Loewe=1.88, Synergy_HSA=6.80. (2) Drug 1: C1=CC(=C2C(=C1NCCNCCO)C(=O)C3=C(C=CC(=C3C2=O)O)O)NCCNCCO. Drug 2: CCN(CC)CCCC(C)NC1=C2C=C(C=CC2=NC3=C1C=CC(=C3)Cl)OC. Cell line: HCC-2998. Synergy scores: CSS=53.9, Synergy_ZIP=2.97, Synergy_Bliss=0.956, Synergy_Loewe=5.13, Synergy_HSA=6.89. (3) Drug 1: C1C(C(OC1N2C=NC3=C(N=C(N=C32)Cl)N)CO)O. Drug 2: C1=NC2=C(N1)C(=S)N=CN2. Cell line: HCT116. Synergy scores: CSS=57.9, Synergy_ZIP=3.22, Synergy_Bliss=4.68, Synergy_Loewe=-1.67, Synergy_HSA=4.27. (4) Drug 1: CN1C(=O)N2C=NC(=C2N=N1)C(=O)N. Drug 2: CCN(CC)CCNC(=O)C1=C(NC(=C1C)C=C2C3=C(C=CC(=C3)F)NC2=O)C. Cell line: NCI-H322M. Synergy scores: CSS=-6.08, Synergy_ZIP=4.02, Synergy_Bliss=-2.55, Synergy_Loewe=-10.7, Synergy_HSA=-9.59. (5) Drug 1: CC12CCC3C(C1CCC2=O)CC(=C)C4=CC(=O)C=CC34C. Drug 2: CN(C)N=NC1=C(NC=N1)C(=O)N. Cell line: KM12. Synergy scores: CSS=53.3, Synergy_ZIP=0.0301, Synergy_Bliss=0.835, Synergy_Loewe=1.93, Synergy_HSA=2.46. (6) Drug 1: C1=NC2=C(N1)C(=S)N=C(N2)N. Drug 2: C1=CC=C(C(=C1)C(C2=CC=C(C=C2)Cl)C(Cl)Cl)Cl. Cell line: HCT116. Synergy scores: CSS=47.2, Synergy_ZIP=0.843, Synergy_Bliss=2.28, Synergy_Loewe=-3.63, Synergy_HSA=4.10.